This data is from Reaction yield outcomes from USPTO patents with 853,638 reactions. The task is: Predict the reaction yield, written as a fraction of the theoretical maximum amount of product (1.0 means a 100% yield; for example, 0.34 means a 34% yield). The reactants are FC(F)(F)C(O)=O.[Cl:8][C:9]1[CH:10]=[C:11]2[C:19](=[C:20]([NH:22][C:23]([C@@H:25]3[CH2:30][O:29][C:28]([CH3:32])([CH3:31])[CH2:27][N:26]3[CH2:33][C@@H:34]([NH2:36])[CH3:35])=[O:24])[CH:21]=1)[NH:18][C:17]1[CH:16]=[N:15][CH:14]=[CH:13][C:12]2=1.[CH3:37][C:38]1[C:43]([C:44](O)=[O:45])=[CH:42][N:41]=[CH:40][CH:39]=1. The product is [Cl:8][C:9]1[CH:10]=[C:11]2[C:19](=[C:20]([NH:22][C:23]([C@@H:25]3[CH2:30][O:29][C:28]([CH3:31])([CH3:32])[CH2:27][N:26]3[CH2:33][C@@H:34]([NH:36][C:44]([C:43]3[CH:42]=[N:41][CH:40]=[CH:39][C:38]=3[CH3:37])=[O:45])[CH3:35])=[O:24])[CH:21]=1)[NH:18][C:17]1[CH:16]=[N:15][CH:14]=[CH:13][C:12]2=1. No catalyst specified. The yield is 0.790.